From a dataset of Full USPTO retrosynthesis dataset with 1.9M reactions from patents (1976-2016). Predict the reactants needed to synthesize the given product. (1) The reactants are: Cl[C:2]1[C:11]2[C:6](=[CH:7][C:8]([O:14][CH2:15][CH:16]3[CH2:21][CH2:20][N:19]([CH3:22])[CH2:18][CH2:17]3)=[C:9]([O:12][CH3:13])[CH:10]=2)[N:5]=[CH:4][N:3]=1.[F:23][C:24]1[CH:30]=[C:29]([CH3:31])[CH:28]=[CH:27][C:25]=1[NH2:26].Cl. Given the product [F:23][C:24]1[CH:30]=[C:29]([CH3:31])[CH:28]=[CH:27][C:25]=1[NH:26][C:2]1[C:11]2[C:6](=[CH:7][C:8]([O:14][CH2:15][CH:16]3[CH2:21][CH2:20][N:19]([CH3:22])[CH2:18][CH2:17]3)=[C:9]([O:12][CH3:13])[CH:10]=2)[N:5]=[CH:4][N:3]=1, predict the reactants needed to synthesize it. (2) Given the product [CH3:44][NH:45][C:7]1[C:8]2[C:17]([C:18]3[CH:23]=[CH:22][CH:21]=[CH:20][CH:19]=3)=[C:16]([C:24]3[CH:25]=[CH:26][C:27]([C:30]4([NH:34][C:35](=[O:36])[O:37][C:38]([CH3:40])([CH3:39])[CH3:41])[CH2:31][CH2:32][CH2:33]4)=[CH:28][CH:29]=3)[O:15][C:9]=2[N:10]=[C:11]([S:13][CH3:14])[N:12]=1, predict the reactants needed to synthesize it. The reactants are: FC(F)(F)S(O[C:7]1[C:8]2[C:17]([C:18]3[CH:23]=[CH:22][CH:21]=[CH:20][CH:19]=3)=[C:16]([C:24]3[CH:29]=[CH:28][C:27]([C:30]4([NH:34][C:35]([O:37][C:38]([CH3:41])([CH3:40])[CH3:39])=[O:36])[CH2:33][CH2:32][CH2:31]4)=[CH:26][CH:25]=3)[O:15][C:9]=2[N:10]=[C:11]([S:13][CH3:14])[N:12]=1)(=O)=O.[CH3:44][NH2:45]. (3) Given the product [CH3:14][N:1]1[C:9]2[CH:8]=[CH:7][CH:6]=[C:5]([CH:10]=[O:11])[C:4]=2[CH:3]=[CH:2]1, predict the reactants needed to synthesize it. The reactants are: [NH:1]1[C:9]2[CH:8]=[CH:7][CH:6]=[C:5]([CH:10]=[O:11])[C:4]=2[CH:3]=[CH:2]1.[H-].[Na+].[CH3:14]I.O. (4) Given the product [Br:1][C:2]1[C:10]2[C:5](=[N:6][C:7]([NH:30][C@H:26]([CH2:27][CH2:28][CH3:29])[CH3:25])=[N:8][CH:9]=2)[NH:4][N:3]=1, predict the reactants needed to synthesize it. The reactants are: [Br:1][C:2]1[C:10]2[C:5](=[N:6][C:7](SC)=[N:8][CH:9]=2)[NH:4][N:3]=1.ClC1C=CC=C(C(OO)=O)C=1.Cl.[CH3:25][C@H:26]([NH2:30])[CH2:27][CH2:28][CH3:29].C(N(CC)C(C)C)(C)C. (5) Given the product [Cl:38][C:21]1[C:22]([NH:24][C:25]2[C:36]([F:37])=[CH:35][CH:34]=[CH:33][C:26]=2[C:27]([NH:29][CH2:30][C:31]#[CH:32])=[O:28])=[N:23][C:18]([NH:16][C:13]2[CH:14]=[CH:15][C:8]3[CH2:7][CH2:6][N:5]([CH2:4][CH2:3][O:2][CH3:1])[CH2:11][CH2:10][C:9]=3[CH:12]=2)=[N:19][CH:20]=1, predict the reactants needed to synthesize it. The reactants are: [CH3:1][O:2][CH2:3][CH2:4][N:5]1[CH2:11][CH2:10][C:9]2[CH:12]=[C:13]([NH2:16])[CH:14]=[CH:15][C:8]=2[CH2:7][CH2:6]1.Cl[C:18]1[N:23]=[C:22]([NH:24][C:25]2[C:36]([F:37])=[CH:35][CH:34]=[CH:33][C:26]=2[C:27]([NH:29][CH2:30][C:31]#[CH:32])=[O:28])[C:21]([Cl:38])=[CH:20][N:19]=1. (6) Given the product [Cl:22][C:18]1[CH:17]=[C:16]([C:15]2[S:14][C:13]([CH3:23])=[N:12][C:11]=2[C:9]([N:8]2[CH2:7][C@H:6]3[C@H:4]([CH2:5]3)[C@H:3]2[CH2:2][NH:1][C:34]([C:27]2[C:28]3[C:33](=[CH:32][CH:31]=[CH:30][CH:29]=3)[N:25]([CH3:24])[N:26]=2)=[O:35])=[O:10])[CH:21]=[CH:20][CH:19]=1, predict the reactants needed to synthesize it. The reactants are: [NH2:1][CH2:2][C@H:3]1[N:8]([C:9]([C:11]2[N:12]=[C:13]([CH3:23])[S:14][C:15]=2[C:16]2[CH:21]=[CH:20][CH:19]=[C:18]([Cl:22])[CH:17]=2)=[O:10])[CH2:7][C@H:6]2[C@@H:4]1[CH2:5]2.[CH3:24][N:25]1[C:33]2[C:28](=[CH:29][CH:30]=[CH:31][CH:32]=2)[C:27]([C:34](O)=[O:35])=[N:26]1. (7) Given the product [CH3:60][O:59][C:56]1[CH:55]=[CH:54][C:53]([CH2:52][N:42]([CH2:43][C:44]2[CH:45]=[CH:46][C:47]([O:50][CH3:51])=[CH:48][CH:49]=2)[C:37]2[N:36]=[C:35]([C:34]3[C:29]([NH:15][C:13]4[CH:12]=[CH:11][N:10]=[C:9]([O:8][CH2:7][C:6]5[CH:5]=[CH:4][C:3]([O:2][CH3:1])=[CH:17][CH:16]=5)[CH:14]=4)=[N:30][CH:31]=[CH:32][CH:33]=3)[N:40]=[C:39]([CH3:41])[N:38]=2)=[CH:58][CH:57]=1, predict the reactants needed to synthesize it. The reactants are: [CH3:1][O:2][C:3]1[CH:17]=[CH:16][C:6]([CH2:7][O:8][C:9]2[CH:14]=[C:13]([NH2:15])[CH:12]=[CH:11][N:10]=2)=[CH:5][CH:4]=1.C[Si]([N-][Si](C)(C)C)(C)C.[Li+].F[C:29]1[C:34]([C:35]2[N:40]=[C:39]([CH3:41])[N:38]=[C:37]([N:42]([CH2:52][C:53]3[CH:58]=[CH:57][C:56]([O:59][CH3:60])=[CH:55][CH:54]=3)[CH2:43][C:44]3[CH:49]=[CH:48][C:47]([O:50][CH3:51])=[CH:46][CH:45]=3)[N:36]=2)=[CH:33][CH:32]=[CH:31][N:30]=1.